From a dataset of Catalyst prediction with 721,799 reactions and 888 catalyst types from USPTO. Predict which catalyst facilitates the given reaction. (1) Product: [CH2:38]([C:15]([N:14]=[C:7]([C:8]1[CH:13]=[CH:12][CH:11]=[CH:10][CH:9]=1)[C:1]1[CH:6]=[CH:5][CH:4]=[CH:3][CH:2]=1)([CH2:21][CH2:22][CH2:23][CH2:24][B:25]1[O:26][C:27]([CH3:32])([CH3:33])[C:28]([CH3:31])([CH3:30])[O:29]1)[C:16]([O:18][CH2:19][CH3:20])=[O:17])[CH:34]=[CH2:35]. Reactant: [C:1]1([C:7](=[N:14][CH:15]([CH2:21][CH2:22][CH2:23][CH2:24][B:25]2[O:29][C:28]([CH3:31])([CH3:30])[C:27]([CH3:33])([CH3:32])[O:26]2)[C:16]([O:18][CH2:19][CH3:20])=[O:17])[C:8]2[CH:13]=[CH:12][CH:11]=[CH:10][CH:9]=2)[CH:6]=[CH:5][CH:4]=[CH:3][CH:2]=1.[CH2:34]1[CH2:38]OC[CH2:35]1.C[Si]([N-][Si](C)(C)C)(C)C.[Li+].C(Br)C=C. The catalyst class is: 13. (2) Reactant: [CH3:1][N:2]1[CH2:7][CH2:6][N:5]([CH2:8][CH2:9][CH2:10][N:11]2C(=O)C3C(=CC=CC=3)C2=O)[CH2:4][CH2:3]1.O.NN. Product: [CH3:1][N:2]1[CH2:7][CH2:6][N:5]([CH2:8][CH2:9][CH2:10][NH2:11])[CH2:4][CH2:3]1. The catalyst class is: 8. (3) Reactant: [C:1]([C:3]1[CH:8]=[C:7]([N+:9]([O-:11])=[O:10])[CH:6]=[CH:5][C:4]=1[N:12]=[CH:13][N:14](C)C)#[N:2].N[C:18]1[CH:19]=[C:20]([C:24]#[CH:25])[CH:21]=[CH:22][CH:23]=1. Product: [C:24]([C:20]1[CH:19]=[C:18]([NH:2][C:1]2[C:3]3[C:4](=[CH:5][CH:6]=[C:7]([N+:9]([O-:11])=[O:10])[CH:8]=3)[N:12]=[CH:13][N:14]=2)[CH:23]=[CH:22][CH:21]=1)#[CH:25]. The catalyst class is: 52. (4) Reactant: Cl.[CH3:2][NH:3][C:4]1([C:14]2[S:15][CH:16]=[CH:17][CH:18]=2)[CH2:13][CH2:12][C:7]2(OCC[O:8]2)[CH2:6][CH2:5]1. Product: [CH3:2][NH:3][C:4]1([C:14]2[S:15][CH:16]=[CH:17][CH:18]=2)[CH2:13][CH2:12][C:7](=[O:8])[CH2:6][CH2:5]1. The catalyst class is: 6. (5) Reactant: CN(C)CCN(C)C.C([Li])CCC.[C:14]([O:18][C:19](=[O:28])[NH:20][C:21]1[CH:26]=[CH:25][CH:24]=[C:23]([Cl:27])[N:22]=1)([CH3:17])([CH3:16])C.[N+:29]([C:32]1[CH:33]=[C:34]2[C:38](=[CH:39][CH:40]=1)CC(=O)C2)([O-:31])=[O:30]. Product: [Cl:27][C:23]1[CH:24]=[CH:25][C:26]2[C:14]3([CH2:16][C:34]4[C:38](=[CH:39][CH:40]=[C:32]([N+:29]([O-:31])=[O:30])[CH:33]=4)[CH2:17]3)[O:18][C:19](=[O:28])[NH:20][C:21]=2[N:22]=1. The catalyst class is: 1.